Dataset: Full USPTO retrosynthesis dataset with 1.9M reactions from patents (1976-2016). Task: Predict the reactants needed to synthesize the given product. (1) The reactants are: [F:1][C:2]1[CH:7]=[C:6]([S:8]([CH3:11])(=[O:10])=[O:9])[CH:5]=[CH:4][C:3]=1[C:12]1[CH:17]=[CH:16][C:15]([O:18][CH2:19][CH:20]2[CH2:25][CH2:24][N:23](C(OC(C)(C)C)=O)[CH2:22][CH2:21]2)=[CH:14][CH:13]=1.[ClH:33]. Given the product [ClH:33].[F:1][C:2]1[CH:7]=[C:6]([S:8]([CH3:11])(=[O:10])=[O:9])[CH:5]=[CH:4][C:3]=1[C:12]1[CH:13]=[CH:14][C:15]([O:18][CH2:19][CH:20]2[CH2:25][CH2:24][NH:23][CH2:22][CH2:21]2)=[CH:16][CH:17]=1, predict the reactants needed to synthesize it. (2) Given the product [CH3:1][C:2]1[CH:6]=[CH:5][S:4][C:3]=1[CH:7]1[O:11][CH2:10][CH2:9][O:8]1, predict the reactants needed to synthesize it. The reactants are: [CH3:1][C:2]1[CH:6]=[CH:5][S:4][C:3]=1[CH:7]=[O:8].[CH2:9](O)[CH2:10][OH:11].C1(C)C=CC(S(O)(=O)=O)=CC=1. (3) Given the product [CH2:22]([O:21][C:19]([C:18]([CH3:30])([CH3:29])[CH2:17][N:1]1[CH2:6][CH2:5][CH:4]([CH2:7][NH:8][C:9](=[O:15])[O:10][C:11]([CH3:12])([CH3:14])[CH3:13])[CH2:3][CH2:2]1)=[O:20])[C:23]1[CH:28]=[CH:27][CH:26]=[CH:25][CH:24]=1, predict the reactants needed to synthesize it. The reactants are: [NH:1]1[CH2:6][CH2:5][CH:4]([CH2:7][NH:8][C:9](=[O:15])[O:10][C:11]([CH3:14])([CH3:13])[CH3:12])[CH2:3][CH2:2]1.Cl[CH2:17][C:18]([CH3:30])([CH3:29])[C:19]([O:21][CH2:22][C:23]1[CH:28]=[CH:27][CH:26]=[CH:25][CH:24]=1)=[O:20].ClCC(C)(C)C(Cl)=O.C(O)C1C=CC=CC=1.C(N(C(C)C)C(C)C)C.[I-].[Na+]. (4) Given the product [Cl:1][C:2]1[CH:3]=[C:4]2[C:8](=[CH:9][CH:10]=1)[N:7]([C:11]1[N:15]([CH3:16])[N:14]=[C:13]([CH3:17])[C:12]=1/[CH:18]=[CH:19]/[C:20]([N-:22][S:23]([CH2:26][CH2:27][CH2:28][CH2:29][CH3:30])(=[O:24])=[O:25])=[O:21])[CH:6]=[CH:5]2.[Na+:35], predict the reactants needed to synthesize it. The reactants are: [Cl:1][C:2]1[CH:3]=[C:4]2[C:8](=[CH:9][CH:10]=1)[N:7]([C:11]1[N:15]([CH3:16])[N:14]=[C:13]([CH3:17])[C:12]=1/[CH:18]=[CH:19]/[C:20]([NH:22][S:23]([CH2:26][CH2:27][CH2:28][CH2:29][CH3:30])(=[O:25])=[O:24])=[O:21])[CH:6]=[CH:5]2.C(=O)([O-])O.[Na+:35].